This data is from Forward reaction prediction with 1.9M reactions from USPTO patents (1976-2016). The task is: Predict the product of the given reaction. Given the reactants [OH:1][C:2]1[CH:24]=[N:23][C:5]2[N:6]([CH3:22])[C:7](=[O:21])[N:8]([CH2:11][CH2:12][CH2:13][O:14][CH:15]3[CH2:20][CH2:19][CH2:18][CH2:17][O:16]3)[C:9](=[O:10])[C:4]=2[CH:3]=1.C([O-])([O-])=O.[Cs+].[Cs+].CN(C)CC(O)=O.Br[C:39]1[CH:40]=[N:41][CH:42]=[C:43]([C:45]([F:48])([F:47])[F:46])[CH:44]=1, predict the reaction product. The product is: [CH3:22][N:6]1[C:5]2[N:23]=[CH:24][C:2]([O:1][C:39]3[CH:40]=[N:41][CH:42]=[C:43]([C:45]([F:48])([F:47])[F:46])[CH:44]=3)=[CH:3][C:4]=2[C:9](=[O:10])[N:8]([CH2:11][CH2:12][CH2:13][O:14][CH:15]2[CH2:20][CH2:19][CH2:18][CH2:17][O:16]2)[C:7]1=[O:21].